This data is from Forward reaction prediction with 1.9M reactions from USPTO patents (1976-2016). The task is: Predict the product of the given reaction. (1) Given the reactants [O:1]=[C:2]([NH:12][C:13]1[CH:18]=[CH:17][CH:16]=[C:15]([NH:19][C:20]2[N:25]=[C:24]([O:26][C:27]3[CH:28]=[C:29]4[C:33](=[CH:34][CH:35]=3)[N:32]([C:36]3[CH:41]=[CH:40][CH:39]=[CH:38][N:37]=3)[CH:31]=[CH:30]4)[CH:23]=[CH:22][N:21]=2)[CH:14]=1)[CH2:3][NH:4]C(=O)OC(C)(C)C.C(O)(C(F)(F)F)=O, predict the reaction product. The product is: [N:37]1[CH:38]=[CH:39][CH:40]=[CH:41][C:36]=1[N:32]1[C:33]2[C:29](=[CH:28][C:27]([O:26][C:24]3[CH:23]=[CH:22][N:21]=[C:20]([NH:19][C:15]4[CH:14]=[C:13]([NH:12][C:2](=[O:1])[CH2:3][NH2:4])[CH:18]=[CH:17][CH:16]=4)[N:25]=3)=[CH:35][CH:34]=2)[CH:30]=[CH:31]1. (2) Given the reactants [NH2:1][C:2]1[CH:14]=[CH:13][C:5]2[N:6]([CH3:12])[C:7](=[O:11])[CH2:8][CH2:9][CH2:10][C:4]=2[C:3]=1[O:15][CH3:16].Cl[C:18]1[N:23]=[C:22]([NH:24][C:25]2[CH:34]=[CH:33][CH:32]=[CH:31][C:26]=2[C:27]([NH:29][CH3:30])=[O:28])[C:21]([Cl:35])=[CH:20][N:19]=1.Cl.O1CCOCC1.C(=O)([O-])[O-], predict the reaction product. The product is: [Cl:35][C:21]1[C:22]([NH:24][C:25]2[CH:34]=[CH:33][CH:32]=[CH:31][C:26]=2[C:27]([NH:29][CH3:30])=[O:28])=[N:23][C:18]([NH:1][C:2]2[CH:14]=[CH:13][C:5]3[N:6]([CH3:12])[C:7](=[O:11])[CH2:8][CH2:9][CH2:10][C:4]=3[C:3]=2[O:15][CH3:16])=[N:19][CH:20]=1.